Predict which catalyst facilitates the given reaction. From a dataset of Catalyst prediction with 721,799 reactions and 888 catalyst types from USPTO. (1) Reactant: Cl[C:2]1[C:11]2[C:6](=[CH:7][CH:8]=[C:9]([F:12])[CH:10]=2)[C:5]([O:13][CH3:14])=[CH:4][N:3]=1.[F-:15].[Cs+]. Product: [F:15][C:2]1[C:11]2[C:6](=[CH:7][CH:8]=[C:9]([F:12])[CH:10]=2)[C:5]([O:13][CH3:14])=[CH:4][N:3]=1. The catalyst class is: 58. (2) Product: [CH2:1]([S:8]([NH:11][C:12]([CH:14]1[CH2:15][NH:16][CH2:17]1)=[O:13])(=[O:9])=[O:10])[C:2]1[CH:3]=[CH:4][CH:5]=[CH:6][CH:7]=1. Reactant: [CH2:1]([S:8]([NH:11][C:12]([CH:14]1[CH2:17][N:16](C(OC(C)(C)C)=O)[CH2:15]1)=[O:13])(=[O:10])=[O:9])[C:2]1[CH:7]=[CH:6][CH:5]=[CH:4][CH:3]=1. The catalyst class is: 106. (3) Product: [F:24][C:23]([F:25])([F:26])[C:20]1[CH:19]=[CH:18][C:17]([C:15]2[O:14][N:13]=[C:2]([C:3]3[CH:4]=[C:5]([CH:10]=[CH:11][CH:12]=3)[C:6]([O:8][CH3:9])=[O:7])[CH:16]=2)=[CH:22][CH:21]=1. Reactant: Cl[C:2](=[N:13][OH:14])[C:3]1[CH:4]=[C:5]([CH:10]=[CH:11][CH:12]=1)[C:6]([O:8][CH3:9])=[O:7].[C:15]([C:17]1[CH:22]=[CH:21][C:20]([C:23]([F:26])([F:25])[F:24])=[CH:19][CH:18]=1)#[CH:16].C(N(CC)CC)C.O. The catalyst class is: 7. (4) Reactant: [F:1][C:2]1[CH:15]=[C:14]([N+:16]([O-:18])=[O:17])[CH:13]=[CH:12][C:3]=1[O:4][C:5]1[N:10]=[CH:9][N:8]=[C:7]([NH2:11])[CH:6]=1.C(N(CC)C(C)C)(C)C.[N:28]1([C:33](Cl)=[O:34])[CH2:32][CH2:31][CH2:30][CH2:29]1. Product: [F:1][C:2]1[CH:15]=[C:14]([N+:16]([O-:18])=[O:17])[CH:13]=[CH:12][C:3]=1[O:4][C:5]1[N:10]=[CH:9][N:8]=[C:7]([NH:11][C:33]([N:28]2[CH2:32][CH2:31][CH2:30][CH2:29]2)=[O:34])[CH:6]=1. The catalyst class is: 7. (5) Product: [CH3:19][C:20]1[CH:25]=[CH:24][CH:23]=[CH:22][C:21]=1[CH2:26][O:1][C:2]1[CH:3]=[C:4]([CH2:8][NH:9][C:10](=[O:18])[C:11]2[CH:16]=[CH:15][CH:14]=[N:13][C:12]=2[NH2:17])[CH:5]=[CH:6][CH:7]=1. Reactant: [OH:1][C:2]1[CH:3]=[C:4]([CH2:8][NH:9][C:10](=[O:18])[C:11]2[CH:16]=[CH:15][CH:14]=[N:13][C:12]=2[NH2:17])[CH:5]=[CH:6][CH:7]=1.[CH3:19][C:20]1[CH:25]=[CH:24][CH:23]=[CH:22][C:21]=1[CH2:26]Br.C(=O)([O-])[O-].[Cs+].[Cs+].CN(C=O)C. The catalyst class is: 6. (6) Reactant: [C:1]([C:4](=[C:9]([NH2:14])[C:10]([F:13])([F:12])[F:11])[C:5]([O:7][CH3:8])=[O:6])(=[O:3])[CH3:2].[C:15](OC(=O)C)(=O)C.C(OC)(OC)OC.[H-].[Na+]. Product: [OH:3][C:1]1[CH:2]=[CH:15][N:14]=[C:9]([C:10]([F:12])([F:13])[F:11])[C:4]=1[C:5]([O:7][CH3:8])=[O:6]. The catalyst class is: 57. (7) Reactant: [O:1]1[CH2:5][CH2:4][CH2:3][C@@H:2]1[CH2:6][O:7][C:8]1[CH:9]=[C:10]([CH:27]=[C:28](B2OC(C)(C)C(C)(C)O2)[CH:29]=1)[CH2:11][O:12][C:13]1[CH:18]=[CH:17][CH:16]=[CH:15][C:14]=1[CH2:19][C:20]([O:22]C(C)(C)C)=[O:21].Cl.Cl[C:41]1[C:42]([F:50])=[C:43]([C@H:47]([NH2:49])[CH3:48])[CH:44]=[CH:45][CH:46]=1. Product: [NH2:49][C@@H:47]([C:43]1[C:42]([F:50])=[C:41]([C:28]2[CH:29]=[C:8]([O:7][CH2:6][C@H:2]3[CH2:3][CH2:4][CH2:5][O:1]3)[CH:9]=[C:10]([CH2:11][O:12][C:13]3[CH:18]=[CH:17][CH:16]=[CH:15][C:14]=3[CH2:19][C:20]([OH:22])=[O:21])[CH:27]=2)[CH:46]=[CH:45][CH:44]=1)[CH3:48]. The catalyst class is: 2.